From a dataset of Forward reaction prediction with 1.9M reactions from USPTO patents (1976-2016). Predict the product of the given reaction. (1) Given the reactants [CH3:1][CH:2]1[CH2:7][N:6]([C:8]2[CH:13]=[CH:12][C:11]([NH:14][C:15]([C:17]3[CH2:22][CH2:21][CH2:20][CH2:19][C:18]=3[C:23]3[CH:28]=[CH:27][C:26]([C:29]([F:32])([F:31])[F:30])=[CH:25][CH:24]=3)=[O:16])=[CH:10][CH:9]=2)[CH2:5][CH2:4][N:3]1C(OC(C)(C)C)=O.FC(F)(F)C(O)=O, predict the reaction product. The product is: [CH3:1][CH:2]1[NH:3][CH2:4][CH2:5][N:6]([C:8]2[CH:13]=[CH:12][C:11]([NH:14][C:15]([C:17]3[CH2:22][CH2:21][CH2:20][CH2:19][C:18]=3[C:23]3[CH:28]=[CH:27][C:26]([C:29]([F:32])([F:30])[F:31])=[CH:25][CH:24]=3)=[O:16])=[CH:10][CH:9]=2)[CH2:7]1. (2) Given the reactants [CH2:1]([N:8]1[C:25]([CH3:27])([CH3:26])[CH2:24][O:23][C:10]2([CH2:15][CH2:14][N:13](C(OC(C)(C)C)=O)[CH2:12][CH2:11]2)[CH2:9]1)[C:2]1[CH:7]=[CH:6][CH:5]=[CH:4][CH:3]=1.[ClH:28].O1CCOCC1, predict the reaction product. The product is: [ClH:28].[CH2:1]([N:8]1[C:25]([CH3:27])([CH3:26])[CH2:24][O:23][C:10]2([CH2:11][CH2:12][NH:13][CH2:14][CH2:15]2)[CH2:9]1)[C:2]1[CH:7]=[CH:6][CH:5]=[CH:4][CH:3]=1. (3) Given the reactants C([N:3](CC)CC)C.[O:8]1[CH2:13][CH2:12][CH2:11][CH2:10][CH:9]1[O:14][CH2:15][CH2:16][O:17][C:18]1[S:19][CH:20]=[C:21]([C:23]([OH:25])=O)[N:22]=1.ClC(OCC)=O.[OH-].[NH4+], predict the reaction product. The product is: [O:8]1[CH2:13][CH2:12][CH2:11][CH2:10][CH:9]1[O:14][CH2:15][CH2:16][O:17][C:18]1[S:19][CH:20]=[C:21]([C:23]([NH2:3])=[O:25])[N:22]=1. (4) Given the reactants [CH2:1]([O:5][C:6]1[C:15]2[C:10](=[CH:11][CH:12]=[C:13]([C:16](O)=[O:17])[CH:14]=2)[C:9](=[O:19])[N:8]([CH2:20][C:21]([CH3:24])([CH3:23])[CH3:22])[C:7]=1[CH2:25][NH:26][C:27]([O:29][C:30]([CH3:33])([CH3:32])[CH3:31])=[O:28])[CH2:2][CH2:3][CH3:4].CN1CCOCC1.ClC(OCC)=O.[BH4-].[Na+], predict the reaction product. The product is: [CH2:1]([O:5][C:6]1[C:15]2[C:10](=[CH:11][CH:12]=[C:13]([CH2:16][OH:17])[CH:14]=2)[C:9](=[O:19])[N:8]([CH2:20][C:21]([CH3:24])([CH3:23])[CH3:22])[C:7]=1[CH2:25][NH:26][C:27](=[O:28])[O:29][C:30]([CH3:33])([CH3:32])[CH3:31])[CH2:2][CH2:3][CH3:4]. (5) Given the reactants C[O:2][C:3](=[O:40])[C:4]1[CH:9]=[CH:8][C:7]([CH2:10][CH2:11][CH:12]([CH:34]2[CH2:39][CH2:38][CH2:37][CH2:36][CH2:35]2)[N:13]2[C:17]3[CH:18]=[C:19]([F:23])[C:20]([F:22])=[CH:21][C:16]=3[N:15]=[C:14]2[C:24]2[C:25]([O:32][CH3:33])=[N:26][C:27]([O:30][CH3:31])=[CH:28][CH:29]=2)=[CH:6][CH:5]=1.O.O.[OH-].[Li+].Cl, predict the reaction product. The product is: [CH:34]1([CH:12]([N:13]2[C:17]3[CH:18]=[C:19]([F:23])[C:20]([F:22])=[CH:21][C:16]=3[N:15]=[C:14]2[C:24]2[C:25]([O:32][CH3:33])=[N:26][C:27]([O:30][CH3:31])=[CH:28][CH:29]=2)[CH2:11][CH2:10][C:7]2[CH:8]=[CH:9][C:4]([C:3]([OH:40])=[O:2])=[CH:5][CH:6]=2)[CH2:39][CH2:38][CH2:37][CH2:36][CH2:35]1. (6) Given the reactants [CH2:1]([C:8]1[N:27]=[C:11]2[N:12]=[C:13]([CH3:26])[C:14]([CH:17]([CH2:23][CH2:24][CH3:25])[C:18]([O:20][CH2:21][CH3:22])=[O:19])=[C:15](O)[N:10]2[N:9]=1)[C:2]1[CH:7]=[CH:6][CH:5]=[CH:4][CH:3]=1.CN(C)C1C=CC=CC=1.P(Cl)(Cl)([Cl:39])=O, predict the reaction product. The product is: [CH2:1]([C:8]1[N:27]=[C:11]2[N:12]=[C:13]([CH3:26])[C:14]([CH:17]([CH2:23][CH2:24][CH3:25])[C:18]([O:20][CH2:21][CH3:22])=[O:19])=[C:15]([Cl:39])[N:10]2[N:9]=1)[C:2]1[CH:7]=[CH:6][CH:5]=[CH:4][CH:3]=1.